Dataset: Peptide-MHC class I binding affinity with 185,985 pairs from IEDB/IMGT. Task: Regression. Given a peptide amino acid sequence and an MHC pseudo amino acid sequence, predict their binding affinity value. This is MHC class I binding data. (1) The peptide sequence is SPLCITMRCN. The MHC is Mamu-A2201 with pseudo-sequence Mamu-A2201. The binding affinity (normalized) is 0.0254. (2) The binding affinity (normalized) is 0.484. The MHC is HLA-A02:02 with pseudo-sequence HLA-A02:02. The peptide sequence is DLLNVKMAL. (3) The binding affinity (normalized) is 0.0668. The MHC is H-2-Kb with pseudo-sequence H-2-Kb. The peptide sequence is LLTACTIFY. (4) The peptide sequence is YMIERFISF. The MHC is HLA-B15:01 with pseudo-sequence HLA-B15:01. The binding affinity (normalized) is 1.00.